This data is from Catalyst prediction with 721,799 reactions and 888 catalyst types from USPTO. The task is: Predict which catalyst facilitates the given reaction. (1) Reactant: [Cl:1][C:2]1[CH:3]=[C:4]([C:9]2([C:26]([F:29])([F:28])[F:27])[CH2:13][CH2:12][N:11]([C:14]3[CH:22]=[CH:21][C:17]([C:18]([OH:20])=O)=[C:16]([N+:23]([O-:25])=[O:24])[CH:15]=3)[CH2:10]2)[CH:5]=[C:6]([Cl:8])[CH:7]=1.[N:30]1[CH:35]=[CH:34][CH:33]=[CH:32][C:31]=1[CH2:36][NH2:37].Cl.C(N=C=NCCCN(C)C)C.O.ON1C2C=CC=CC=2N=N1. Product: [Cl:8][C:6]1[CH:5]=[C:4]([C:9]2([C:26]([F:29])([F:27])[F:28])[CH2:13][CH2:12][N:11]([C:14]3[CH:22]=[CH:21][C:17]([C:18]([NH:37][CH2:36][C:31]4[CH:32]=[CH:33][CH:34]=[CH:35][N:30]=4)=[O:20])=[C:16]([N+:23]([O-:25])=[O:24])[CH:15]=3)[CH2:10]2)[CH:3]=[C:2]([Cl:1])[CH:7]=1. The catalyst class is: 18. (2) Reactant: [CH2:1]([O:5][C:6]1[CH:11]=[CH:10][C:9]([S:12]([NH:15][CH:16]([C:21]2[CH:26]=[CH:25][C:24]([O:27][CH2:28][CH2:29][N:30]3[CH2:34][CH2:33][CH2:32][CH2:31]3)=[CH:23][CH:22]=2)[C:17]([O:19]C)=[O:18])(=[O:14])=[O:13])=[CH:8][CH:7]=1)[C:2]#[C:3][CH3:4].[OH-].[Na+]. Product: [CH2:1]([O:5][C:6]1[CH:11]=[CH:10][C:9]([S:12]([NH:15][CH:16]([C:21]2[CH:26]=[CH:25][C:24]([O:27][CH2:28][CH2:29][N:30]3[CH2:31][CH2:32][CH2:33][CH2:34]3)=[CH:23][CH:22]=2)[C:17]([OH:19])=[O:18])(=[O:13])=[O:14])=[CH:8][CH:7]=1)[C:2]#[C:3][CH3:4]. The catalyst class is: 36.